This data is from Full USPTO retrosynthesis dataset with 1.9M reactions from patents (1976-2016). The task is: Predict the reactants needed to synthesize the given product. (1) Given the product [N:25]([C@@H:6]([CH2:12][CH2:13][CH2:14][CH2:15][CH2:16][CH2:17][CH2:18][CH2:19][CH2:20][CH2:21][CH2:22][CH2:23][CH3:24])[CH2:7][C:8]([O:10][CH3:11])=[O:9])=[N+:26]=[N-:27], predict the reactants needed to synthesize it. The reactants are: CS(O[C@H:6]([CH2:12][CH2:13][CH2:14][CH2:15][CH2:16][CH2:17][CH2:18][CH2:19][CH2:20][CH2:21][CH2:22][CH2:23][CH3:24])[CH2:7][C:8]([O:10][CH3:11])=[O:9])(=O)=O.[N-:25]=[N+:26]=[N-:27].[Na+].C(OCC)(=O)C.O. (2) Given the product [O:1]1[CH:5]=[CH:4][CH:3]=[C:2]1[C:6]1[O:7][C:8]([CH3:36])=[C:9]([CH2:11][O:12][C:13]2[CH:33]=[CH:32][C:16]([CH2:17][O:18][C:19]3[C:23](/[CH:24]=[CH:45]/[C:46]([O:48][CH2:49][CH3:50])=[O:47])=[CH:22][N:21]([C:26]4[CH:27]=[CH:28][CH:29]=[CH:30][CH:31]=4)[N:20]=3)=[CH:15][C:14]=2[O:34][CH3:35])[N:10]=1, predict the reactants needed to synthesize it. The reactants are: [O:1]1[CH:5]=[CH:4][CH:3]=[C:2]1[C:6]1[O:7][C:8]([CH3:36])=[C:9]([CH2:11][O:12][C:13]2[CH:33]=[CH:32][C:16]([CH2:17][O:18][C:19]3[C:23]([CH:24]=O)=[CH:22][N:21]([C:26]4[CH:31]=[CH:30][CH:29]=[CH:28][CH:27]=4)[N:20]=3)=[CH:15][C:14]=2[O:34][CH3:35])[N:10]=1.C(OP([CH2:45][C:46]([O:48][CH2:49][CH3:50])=[O:47])(OCC)=O)C.[H-].[Na+]. (3) Given the product [I-:32].[C:1]([CH2:3][NH:4][C:5]([C@@H:6]([O:11][C@H:12]([C:25]1[CH:30]=[CH:29][CH:28]=[CH:27][CH:26]=1)[C:13]1[CH:18]=[CH:17][C:16]([C:19]2[CH:20]=[N+:21]([CH3:34])[CH:22]=[CH:23][CH:24]=2)=[CH:15][CH:14]=1)[CH2:7][CH:8]([CH3:10])[CH3:9])=[O:31])#[N:2], predict the reactants needed to synthesize it. The reactants are: [C:1]([CH2:3][NH:4][C:5](=[O:31])[C@@H:6]([O:11][C@H:12]([C:25]1[CH:30]=[CH:29][CH:28]=[CH:27][CH:26]=1)[C:13]1[CH:18]=[CH:17][C:16]([C:19]2[CH:20]=[N:21][CH:22]=[CH:23][CH:24]=2)=[CH:15][CH:14]=1)[CH2:7][CH:8]([CH3:10])[CH3:9])#[N:2].[I-:32].[NH+]1C=CC=C[CH:34]=1. (4) Given the product [O:50]=[C:10]1[C:9]2=[N:8][N:7]([C:1]3[CH:6]=[CH:5][CH:4]=[CH:3][CH:2]=3)[C:19]([CH2:35][CH2:36][CH:37]3[CH2:42][CH2:41][N:40]([C:43]([O:45][C:46]([CH3:49])([CH3:48])[CH3:47])=[O:44])[CH2:39][CH2:38]3)=[C:18]2[C:17]2[CH:16]=[CH:15][CH:14]=[CH:13][C:12]=2[NH:11]1, predict the reactants needed to synthesize it. The reactants are: [C:1]1([N:7]2[C:19](=O)[C:18]3[C:17]4[CH:16]=[CH:15][CH:14]=[CH:13][C:12]=4[NH:11][CH2:10][C:9]=3[NH:8]2)[CH:6]=[CH:5][CH:4]=[CH:3][CH:2]=1.CN(C)CCN(C)C.C([Li])CCC.I[CH2:35][CH2:36][CH:37]1[CH2:42][CH2:41][N:40]([C:43]([O:45][C:46]([CH3:49])([CH3:48])[CH3:47])=[O:44])[CH2:39][CH2:38]1.[O:50]1CCCC1. (5) The reactants are: [Br:1][C:2]1[CH:3]=[C:4]([C:13]2[N:17]([C:18]3[CH:23]=[CH:22][N:21]=[C:20]([C:24]([F:27])([F:26])[F:25])[CH:19]=3)[N:16]=[C:15]([C:28]([OH:30])=O)[CH:14]=2)[CH:5]=[C:6]([O:8][C:9]([F:12])([F:11])[F:10])[CH:7]=1.ClC1C=C(C2N(C3C=CC=CN=3)N=C([C:50]([N:52]3[CH2:56][C:55](=[O:57])[NH:54][CH2:53]3)=O)C=2)C=C(F)C=1.O=C1CNCCN1. Given the product [Br:1][C:2]1[CH:3]=[C:4]([C:13]2[N:17]([C:18]3[CH:23]=[CH:22][N:21]=[C:20]([C:24]([F:27])([F:25])[F:26])[CH:19]=3)[N:16]=[C:15]([C:28]([N:52]3[CH2:50][CH2:53][NH:54][C:55](=[O:57])[CH2:56]3)=[O:30])[CH:14]=2)[CH:5]=[C:6]([O:8][C:9]([F:11])([F:10])[F:12])[CH:7]=1, predict the reactants needed to synthesize it.